Dataset: Forward reaction prediction with 1.9M reactions from USPTO patents (1976-2016). Task: Predict the product of the given reaction. (1) Given the reactants CS(O[CH2:6][CH2:7][C:8]1[O:9][C:10]2[CH:16]=[CH:15][C:14]([C:17]3[CH:22]=[CH:21][C:20]([C:23]([N:25]4[CH2:30][CH2:29][O:28][CH2:27][CH2:26]4)=[O:24])=[CH:19][N:18]=3)=[CH:13][C:11]=2[CH:12]=1)(=O)=O.[CH3:31][C@@H:32]1[CH2:36][CH2:35][CH2:34][NH:33]1, predict the reaction product. The product is: [CH3:31][C@@H:32]1[CH2:36][CH2:35][CH2:34][N:33]1[CH2:6][CH2:7][C:8]1[O:9][C:10]2[CH:16]=[CH:15][C:14]([C:17]3[N:18]=[CH:19][C:20]([C:23]([N:25]4[CH2:30][CH2:29][O:28][CH2:27][CH2:26]4)=[O:24])=[CH:21][CH:22]=3)=[CH:13][C:11]=2[CH:12]=1. (2) The product is: [NH2:34][C:5]1([CH2:4][CH2:3][C:2]([CH3:39])([CH3:38])[CH3:1])[C:14]2[C:9](=[CH:10][CH:11]=[CH:12][CH:13]=2)[C:8]([OH:15])=[C:7]([C:16]2[NH:21][C:20]3[CH:22]=[CH:23][C:24]([NH:26][S:27]([CH3:30])(=[O:29])=[O:28])=[CH:25][C:19]=3[S:18](=[O:32])(=[O:31])[N:17]=2)[C:6]1=[O:33]. Given the reactants [CH3:1][C:2]([CH3:39])([CH3:38])[CH2:3][CH2:4][C:5]1([NH:34]C(=O)C)[C:14]2[C:9](=[CH:10][CH:11]=[CH:12][CH:13]=2)[C:8]([OH:15])=[C:7]([C:16]2[NH:21][C:20]3[CH:22]=[CH:23][C:24]([NH:26][S:27]([CH3:30])(=[O:29])=[O:28])=[CH:25][C:19]=3[S:18](=[O:32])(=[O:31])[N:17]=2)[C:6]1=[O:33].Cl, predict the reaction product.